This data is from Full USPTO retrosynthesis dataset with 1.9M reactions from patents (1976-2016). The task is: Predict the reactants needed to synthesize the given product. (1) Given the product [C:1]([CH2:3][CH2:4][C@H:5]([NH:7][C:8]([C:10]1[C:18]2[C:13](=[N:14][CH:15]=[C:16]([C:19]3[C:27]4[C:22](=[CH:23][C:24]([Cl:28])=[CH:25][CH:26]=4)[N:21]([CH3:29])[N:20]=3)[N:17]=2)[NH:12][CH:11]=1)=[O:9])[CH3:6])#[N:2], predict the reactants needed to synthesize it. The reactants are: [C:1]([CH2:3][CH2:4][C@H:5]([NH:7][C:8]([C:10]1[C:18]2[C:13](=[N:14][CH:15]=[C:16]([C:19]3[C:27]4[C:22](=[CH:23][C:24]([Cl:28])=[CH:25][CH:26]=4)[N:21]([CH3:29])[N:20]=3)[N:17]=2)[N:12](COCC[Si](C)(C)C)[CH:11]=1)=[O:9])[CH3:6])#[N:2].C(Cl)Cl.C(N)CN.O. (2) The reactants are: [Cl:1][C:2]1[N:3]=[CH:4][C:5]2[C:10](I)=[CH:9][N:8]([C:12]([CH3:22])([CH3:21])[CH2:13][O:14][CH:15]3[CH2:20][CH2:19][CH2:18][CH2:17][O:16]3)[C:6]=2[N:7]=1.[Li]CCCC.[C:28]([C:30]1[CH:41]=[CH:40][C:33]([C:34](N(OC)C)=[O:35])=[CH:32][C:31]=1[F:42])#[N:29]. Given the product [Cl:1][C:2]1[N:3]=[CH:4][C:5]2[C:10]([C:34]([C:33]3[CH:40]=[CH:41][C:30]([C:28]#[N:29])=[C:31]([F:42])[CH:32]=3)=[O:35])=[CH:9][N:8]([C:12]([CH3:22])([CH3:21])[CH2:13][O:14][CH:15]3[CH2:20][CH2:19][CH2:18][CH2:17][O:16]3)[C:6]=2[N:7]=1, predict the reactants needed to synthesize it. (3) Given the product [CH2:6]([S:8][C:9]1[N:13]2[C:14]([Sn:23]([CH2:24][CH2:25][CH2:26][CH3:27])([CH2:28][CH2:29][CH2:30][CH3:31])[CH2:19][CH2:20][CH2:21][CH3:22])=[CH:15][CH:16]=[CH:17][C:12]2=[CH:11][N:10]=1)[CH3:7], predict the reactants needed to synthesize it. The reactants are: C([Li])CCC.[CH2:6]([S:8][C:9]1[N:13]2[C:14](C)=[CH:15][CH:16]=[CH:17][C:12]2=[CH:11][N:10]=1)[CH3:7].[CH2:19]([Sn:23](Cl)([CH2:28][CH2:29][CH2:30][CH3:31])[CH2:24][CH2:25][CH2:26][CH3:27])[CH2:20][CH2:21][CH3:22].